Dataset: Forward reaction prediction with 1.9M reactions from USPTO patents (1976-2016). Task: Predict the product of the given reaction. (1) Given the reactants [C:1]1(=[O:11])[C:9]2[CH2:8][CH2:7][CH2:6][CH2:5][C:4]=2[C:3](=O)[O:2]1.[Br:12][C:13]1[CH:14]=[C:15]([CH2:20]C(O)=O)[CH:16]=[CH:17][C:18]=1[F:19].C([O-])(=O)C.[Na+], predict the reaction product. The product is: [Br:12][C:13]1[CH:14]=[C:15]([CH:16]=[CH:17][C:18]=1[F:19])[CH:20]=[C:3]1[C:4]2[CH2:5][CH2:6][CH2:7][CH2:8][C:9]=2[C:1](=[O:11])[O:2]1. (2) The product is: [C:32]1([S:38]([O:24][C:18]2[CH:17]=[C:16]([CH:21]=[CH:20][C:19]=2[O:22][CH3:23])[C:15]([NH:14][C:5]2([C:3]([OH:2])=[O:4])[CH2:6][C:7]3[C:12](=[CH:11][CH:10]=[CH:9][CH:8]=3)[CH2:13]2)=[O:25])(=[O:40])=[O:39])[CH:37]=[CH:36][CH:35]=[CH:34][CH:33]=1. Given the reactants C[O:2][C:3]([C:5]1([NH:14][C:15](=[O:25])[C:16]2[CH:21]=[CH:20][C:19]([O:22][CH3:23])=[C:18]([OH:24])[CH:17]=2)[CH2:13][C:12]2[C:7](=[CH:8][CH:9]=[CH:10][CH:11]=2)[CH2:6]1)=[O:4].C(=O)([O-])[O-].[K+].[K+].[C:32]1([S:38](Cl)(=[O:40])=[O:39])[CH:37]=[CH:36][CH:35]=[CH:34][CH:33]=1, predict the reaction product. (3) The product is: [F:1][C:2]1[CH:3]=[C:4]([CH:35]=[C:36]([N:38]2[CH2:39][CH2:40][O:41][CH2:42][CH2:43]2)[CH:37]=1)[C:5]([NH:7][CH2:8][C:9]1[CH:14]=[CH:13][CH:12]=[CH:11][C:10]=1[SH:15])=[O:6]. Given the reactants [F:1][C:2]1[CH:3]=[C:4]([CH:35]=[C:36]([N:38]2[CH2:43][CH2:42][O:41][CH2:40][CH2:39]2)[CH:37]=1)[C:5]([NH:7][CH2:8][C:9]1[CH:14]=[CH:13][CH:12]=[CH:11][C:10]=1[S:15]C(C1C=CC=CC=1)(C1C=CC=CC=1)C1C=CC=CC=1)=[O:6], predict the reaction product. (4) Given the reactants [NH2:1][CH2:2][CH2:3][CH2:4][CH2:5][N:6]1[CH2:11][CH2:10][CH:9]([C:12]2[CH:13]=[C:14]([NH:18][C:19](=[O:23])[CH:20]([CH3:22])[CH3:21])[CH:15]=[CH:16][CH:17]=2)[CH2:8][CH2:7]1.[C:24]1([CH:30]([C:34]2[CH:39]=[CH:38][CH:37]=[CH:36][CH:35]=2)[C:31](Cl)=[O:32])[CH:29]=[CH:28][CH:27]=[CH:26][CH:25]=1, predict the reaction product. The product is: [C:34]1([CH:30]([C:24]2[CH:25]=[CH:26][CH:27]=[CH:28][CH:29]=2)[C:31]([NH:1][CH2:2][CH2:3][CH2:4][CH2:5][N:6]2[CH2:7][CH2:8][CH:9]([C:12]3[CH:13]=[C:14]([NH:18][C:19](=[O:23])[CH:20]([CH3:21])[CH3:22])[CH:15]=[CH:16][CH:17]=3)[CH2:10][CH2:11]2)=[O:32])[CH:35]=[CH:36][CH:37]=[CH:38][CH:39]=1.